Dataset: Reaction yield outcomes from USPTO patents with 853,638 reactions. Task: Predict the reaction yield, written as a fraction of the theoretical maximum amount of product (1.0 means a 100% yield; for example, 0.34 means a 34% yield). (1) The reactants are [N:1]([CH:4]1[C:12]2[C:7](=[CH:8][CH:9]=[CH:10][CH:11]=2)[CH2:6][CH2:5]1)=[C:2]=[S:3].[NH2:13][CH2:14][CH2:15][OH:16]. The catalyst is C1COCC1. The product is [OH:16][CH2:15][CH2:14][NH:13][C:2]([NH:1][CH:4]1[C:12]2[C:7](=[CH:8][CH:9]=[CH:10][CH:11]=2)[CH2:6][CH2:5]1)=[S:3]. The yield is 0.960. (2) The reactants are C[O:2][C:3]1[CH:4]=[C:5]([C@H:9]2[C:18]3[C:13](=[CH:14][C:15]([O:19][CH2:20][CH2:21][CH2:22][N:23]4[CH2:28][CH2:27][CH2:26][CH2:25][CH2:24]4)=[CH:16][CH:17]=3)[C@@H:12]3[CH2:29][CH2:30][CH2:31][N:11]3[CH2:10]2)[CH:6]=[CH:7][CH:8]=1.B(Br)(Br)Br. The catalyst is C(Cl)Cl. The product is [N:23]1([CH2:22][CH2:21][CH2:20][O:19][C:15]2[CH:14]=[C:13]3[C:18]([C@H:9]([C:5]4[CH:4]=[C:3]([OH:2])[CH:8]=[CH:7][CH:6]=4)[CH2:10][N:11]4[CH2:31][CH2:30][CH2:29][C@H:12]43)=[CH:17][CH:16]=2)[CH2:28][CH2:27][CH2:26][CH2:25][CH2:24]1. The yield is 0.530. (3) The reactants are Cl.[NH2:2][C:3]1[C:12]2[N:13]=[C:14]([CH2:41][CH2:42][O:43][CH3:44])[N:15]([CH2:16][CH2:17][CH2:18][N:19]([CH2:24][C:25]3[CH:26]=[CH:27][C:28]([O:39][CH3:40])=[C:29]([CH:38]=3)[O:30][CH2:31][C:32]([O:34][CH:35]([CH3:37])[CH3:36])=[O:33])[C:20](=[O:23])[CH2:21]Cl)[C:11]=2[C:10]2[CH:9]=[CH:8][CH:7]=[CH:6][C:5]=2[N:4]=1.[CH2:45]([NH:47][CH3:48])[CH3:46]. No catalyst specified. The product is [NH2:2][C:3]1[C:12]2[N:13]=[C:14]([CH2:41][CH2:42][O:43][CH3:44])[N:15]([CH2:16][CH2:17][CH2:18][N:19]([CH2:24][C:25]3[CH:26]=[CH:27][C:28]([O:39][CH3:40])=[C:29]([CH:38]=3)[O:30][CH2:31][C:32]([O:34][CH:35]([CH3:37])[CH3:36])=[O:33])[C:20](=[O:23])[CH2:21][N:47]([CH2:45][CH3:46])[CH3:48])[C:11]=2[C:10]2[CH:9]=[CH:8][CH:7]=[CH:6][C:5]=2[N:4]=1. The yield is 0.810.